Predict the reaction yield, written as a fraction of the theoretical maximum amount of product (1.0 means a 100% yield; for example, 0.34 means a 34% yield). From a dataset of Reaction yield outcomes from USPTO patents with 853,638 reactions. (1) The reactants are [F:1][C:2]1[CH:7]=[CH:6][C:5]([C:8]#[C:9][C:10]2[S:14][CH:13]=[N:12][C:11]=2[NH:15][C:16](=[O:22])[O:17][C:18]([CH3:21])([CH3:20])[CH3:19])=[CH:4][CH:3]=1.[Li]CCCC.[Cl:28]N1C(=O)CCC1=O. The catalyst is C1COCC1.CCCCCC. The product is [Cl:28][C:13]1[S:14][C:10]([C:9]#[C:8][C:5]2[CH:6]=[CH:7][C:2]([F:1])=[CH:3][CH:4]=2)=[C:11]([NH:15][C:16](=[O:22])[O:17][C:18]([CH3:19])([CH3:21])[CH3:20])[N:12]=1. The yield is 0.780. (2) The reactants are [F:1][C:2]1[CH:3]=[C:4]([C:8]2[CH:9]=[C:10]([CH3:19])[C:11]([O:17][CH3:18])=[C:12]([CH:16]=2)[C:13]([OH:15])=O)[CH:5]=[CH:6][CH:7]=1.C(Cl)(C(Cl)=O)=O.[NH2:26][C:27]1[C:28]([CH3:35])=[C:29]([OH:34])[CH:30]=[CH:31][C:32]=1[F:33].C([O-])(O)=O.[Na+]. The yield is 0.800. The catalyst is C(Cl)Cl.C1COCC1.O. The product is [F:33][C:32]1[C:27]([NH:26][C:13](=[O:15])[C:12]2[CH:16]=[C:8]([C:4]3[CH:5]=[CH:6][CH:7]=[C:2]([F:1])[CH:3]=3)[CH:9]=[C:10]([CH3:19])[C:11]=2[O:17][CH3:18])=[C:28]([CH3:35])[C:29]([OH:34])=[CH:30][CH:31]=1. (3) The reactants are [CH2:1]([OH:8])[CH2:2][CH2:3][CH2:4][CH2:5][CH2:6][OH:7].[N+:9]([C:12]1[CH:19]=[CH:18][CH:17]=[C:16]([N+]([O-])=O)[C:13]=1[C:14]#[N:15])([O-:11])=[O:10]. No catalyst specified. The product is [OH:7][CH2:6][CH2:5][CH2:4][CH2:3][CH2:2][CH2:1][O:8][C:16]1[CH:17]=[CH:18][CH:19]=[C:12]([N+:9]([O-:11])=[O:10])[C:13]=1[C:14]#[N:15]. The yield is 0.880.